This data is from Catalyst prediction with 721,799 reactions and 888 catalyst types from USPTO. The task is: Predict which catalyst facilitates the given reaction. (1) Reactant: [CH3:1][O:2][C:3](=[O:18])[CH2:4][CH2:5][C:6]([C:9]1[CH:14]=[CH:13][CH:12]=[C:11]([O:15][CH3:16])[C:10]=1[F:17])([CH3:8])[CH3:7].C1(S(N2C(C3C=CC=CC=3)O2)(=O)=[O:26])C=CC=CC=1.[Cl-].[NH4+]. Product: [CH3:1][O:2][C:3](=[O:18])[CH:4]([OH:26])[CH2:5][C:6]([C:9]1[CH:14]=[CH:13][CH:12]=[C:11]([O:15][CH3:16])[C:10]=1[F:17])([CH3:8])[CH3:7]. The catalyst class is: 359. (2) Reactant: [CH2:1]([O:3][C:4](=[O:28])[CH2:5][C:6]1[CH:7]=[C:8]([C:14]2[CH:19]=[CH:18][C:17]([C:20]([F:23])([F:22])[F:21])=[CH:16][C:15]=2[CH2:24][NH:25][CH2:26][CH3:27])[C:9]([O:12][CH3:13])=[CH:10][CH:11]=1)[CH3:2].C(N(C(C)C)CC)(C)C.[C:38](Cl)(Cl)=[O:39].[Cl:42][C:43]1[CH:50]=[CH:49][C:46]([CH2:47][NH2:48])=[CH:45][CH:44]=1.C(N(CC)CC)C. Product: [CH2:1]([O:3][C:4](=[O:28])[CH2:5][C:6]1[CH:7]=[C:8]([C:14]2[CH:19]=[CH:18][C:17]([C:20]([F:23])([F:21])[F:22])=[CH:16][C:15]=2[CH2:24][N:25]([CH2:26][CH3:27])[C:38]([NH:48][CH2:47][C:46]2[CH:49]=[CH:50][C:43]([Cl:42])=[CH:44][CH:45]=2)=[O:39])[C:9]([O:12][CH3:13])=[CH:10][CH:11]=1)[CH3:2]. The catalyst class is: 34.